This data is from Retrosynthesis with 50K atom-mapped reactions and 10 reaction types from USPTO. The task is: Predict the reactants needed to synthesize the given product. Given the product C=Cc1ccc(OCOC)c(OCOC)c1, predict the reactants needed to synthesize it. The reactants are: CN(C)C=O.COCOc1ccc(C=O)cc1OCOC.